From a dataset of Full USPTO retrosynthesis dataset with 1.9M reactions from patents (1976-2016). Predict the reactants needed to synthesize the given product. (1) Given the product [F:10][C:5]1[CH:4]=[CH:3][C:2]([C:13]2[CH:14]=[CH:15][S:11][CH:12]=2)=[CH:9][C:6]=1[C:7]#[N:8], predict the reactants needed to synthesize it. The reactants are: Br[C:2]1[CH:3]=[CH:4][C:5]([F:10])=[C:6]([CH:9]=1)[C:7]#[N:8].[S:11]1[CH:15]=[CH:14][C:13](B(O)O)=[CH:12]1.C(=O)([O-])[O-].[Na+].[Na+]. (2) Given the product [C:10]1([C:9]2([CH:17]3[CH2:18][CH2:19][N:20]([C:23]([O:25][CH2:26][C:27]4[CH:28]=[CH:29][CH:30]=[CH:31][CH:32]=4)=[O:24])[CH2:21][CH2:22]3)[CH2:2][O:16]2)[CH:15]=[CH:14][CH:13]=[CH:12][CH:11]=1, predict the reactants needed to synthesize it. The reactants are: [I-].[CH3:2][S+](C)(C)=O.[H-].[Na+].[C:9]([CH:17]1[CH2:22][CH2:21][N:20]([C:23]([O:25][CH2:26][C:27]2[CH:32]=[CH:31][CH:30]=[CH:29][CH:28]=2)=[O:24])[CH2:19][CH2:18]1)(=[O:16])[C:10]1[CH:15]=[CH:14][CH:13]=[CH:12][CH:11]=1.